From a dataset of Forward reaction prediction with 1.9M reactions from USPTO patents (1976-2016). Predict the product of the given reaction. Given the reactants O.[C:2]([OH:7])(=[O:6])[C:3]([OH:5])=[O:4].O1C=CC2C([O:17][CH2:18][C@@H:19]([OH:42])[CH2:20][N:21]3[CH2:26][CH2:25][CH:24]([C:27]4[S:31][C:30]5[CH:32]=[CH:33][CH:34]=[CH:35][C:29]=5[C:28]=4[CH2:36][CH2:37][CH2:38][N:39]([CH3:41])[CH3:40])[CH2:23][CH2:22]3)=CC=CC1=2.[O:43]1[CH2:45][C@H:44]1[CH2:46][O:47][C:48]1[C:53]2[O:54][CH:55]=[CH:56][C:52]=2[CH:51]=[CH:50][CH:49]=1, predict the reaction product. The product is: [OH2:4].[C:2]([OH:7])(=[O:6])[C:3]([OH:5])=[O:4].[O:54]1[CH:55]=[CH:56][C:52]2[CH:51]=[CH:50][CH:49]=[C:48]([O:17][CH2:18][C@@H:19]([OH:42])[CH2:20][N:21]3[CH2:22][CH2:23][CH:24]([C:27]4[S:31][C:30]5[CH:32]=[CH:33][CH:34]=[CH:35][C:29]=5[C:28]=4[CH2:36][CH2:37][CH2:38][N:39]([CH3:41])[CH3:40])[CH2:25][CH2:26]3)[C:53]1=2.[O:54]1[CH:55]=[CH:56][C:52]2[CH:51]=[CH:50][CH:49]=[C:48]([O:47][CH2:46][C@@H:44]([OH:43])[CH2:45][N:21]3[CH2:26][CH2:25][CH:24]([C:27]4[S:31][C:30]5[CH:32]=[CH:33][CH:34]=[CH:35][C:29]=5[C:28]=4[CH2:36][CH2:37][CH2:38][N:39]([CH3:41])[CH3:40])[CH2:23][CH2:22]3)[C:53]1=2.[C:2]([OH:7])(=[O:6])[C:3]([OH:5])=[O:4].